Dataset: Catalyst prediction with 721,799 reactions and 888 catalyst types from USPTO. Task: Predict which catalyst facilitates the given reaction. (1) Reactant: [CH:1]([C:4]1[N:5]=[C:6](/[CH:9]=[CH:10]/[C:11]2[CH:16]=[CH:15][N:14]=[C:13]([NH2:17])[CH:12]=2)[S:7][CH:8]=1)([CH3:3])[CH3:2].[C:18](OC1C=CC(Cl)=C(Cl)C=1Cl)(=[O:23])[CH2:19][C:20]([O-])=[O:21]. Product: [OH:23][C:18]1[N:17]=[C:13]2[CH:12]=[C:11](/[CH:10]=[CH:9]/[C:6]3[S:7][CH:8]=[C:4]([CH:1]([CH3:3])[CH3:2])[N:5]=3)[CH:16]=[CH:15][N:14]2[C:20](=[O:21])[CH:19]=1. The catalyst class is: 11. (2) The catalyst class is: 1. Reactant: [H-].[Na+].[OH:3][C:4]1[CH:14]=[CH:13][C:7]([C:8]([O:10][CH2:11][CH3:12])=[O:9])=[CH:6][C:5]=1[I:15].C1OCCOCCOCCOCCOC1.[C:31]1([CH2:37][CH:38]=[CH:39][CH2:40]Br)[CH:36]=[CH:35][CH:34]=[CH:33][CH:32]=1.Cl. Product: [I:15][C:5]1[CH:6]=[C:7]([CH:13]=[CH:14][C:4]=1[O:3][CH2:40]/[CH:39]=[CH:38]/[CH2:37][C:31]1[CH:36]=[CH:35][CH:34]=[CH:33][CH:32]=1)[C:8]([O:10][CH2:11][CH3:12])=[O:9]. (3) Reactant: [NH2:1][C:2]1[CH:16]=[CH:15][C:14]([Cl:17])=[CH:13][C:3]=1[C:4]([C:6]1[CH:11]=[CH:10][CH:9]=[CH:8][C:7]=1[Cl:12])=[O:5].[CH3:18][Mg]Br.Cl. Product: [NH2:1][C:2]1[CH:16]=[CH:15][C:14]([Cl:17])=[CH:13][C:3]=1[C:4]([C:6]1[CH:11]=[CH:10][CH:9]=[CH:8][C:7]=1[Cl:12])([OH:5])[CH3:18]. The catalyst class is: 27. (4) Reactant: [Cl:1][C:2]1[CH:3]=[C:4]([S:9][C:10]2[N:14]([C:15]3[CH:20]=[CH:19][CH:18]=[CH:17][CH:16]=3)[N:13]=[C:12]([CH3:21])[C:11]=2[CH:22]([C:24]2[CH:29]=[CH:28][CH:27]=[CH:26][CH:25]=2)O)[CH:5]=[C:6]([Cl:8])[CH:7]=1.C([SiH](CC)CC)C. Product: [CH2:22]([C:11]1[C:12]([CH3:21])=[N:13][N:14]([C:15]2[CH:20]=[CH:19][CH:18]=[CH:17][CH:16]=2)[C:10]=1[S:9][C:4]1[CH:3]=[C:2]([Cl:1])[CH:7]=[C:6]([Cl:8])[CH:5]=1)[C:24]1[CH:25]=[CH:26][CH:27]=[CH:28][CH:29]=1. The catalyst class is: 55. (5) Reactant: Br[C:2]1[CH:3]=[N:4][CH:5]=[CH:6][CH:7]=1.C([Li])CCC.[Cl:13][C:14]1[CH:21]=[C:20]([N:22]([CH2:30][CH3:31])[CH:23]2[CH2:28][CH2:27][CH2:26][C:25](=[O:29])[CH2:24]2)[CH:19]=[CH:18][C:15]=1[C:16]#[N:17]. Product: [Cl:13][C:14]1[CH:21]=[C:20]([N:22]([CH2:30][CH3:31])[CH:23]2[CH2:28][CH2:27][CH2:26][C:25]([OH:29])([C:2]3[CH:3]=[N:4][CH:5]=[CH:6][CH:7]=3)[CH2:24]2)[CH:19]=[CH:18][C:15]=1[C:16]#[N:17]. The catalyst class is: 1.